This data is from Forward reaction prediction with 1.9M reactions from USPTO patents (1976-2016). The task is: Predict the product of the given reaction. (1) Given the reactants [CH3:1][Si:2]([CH3:9])([CH3:8])N1C=CN=C1.[Br:10][C:11]1[CH:12]=[C:13]([CH:17]([OH:22])[C:18]([CH3:21])([CH3:20])[CH3:19])[CH:14]=[CH:15][CH:16]=1, predict the reaction product. The product is: [Br:10][C:11]1[CH:12]=[C:13]([CH:17]([O:22][Si:2]([CH3:1])([CH3:8])[CH3:9])[C:18]([CH3:20])([CH3:19])[CH3:21])[CH:14]=[CH:15][CH:16]=1. (2) Given the reactants [F:1][C:2]([F:13])([F:12])[C:3]1[CH:11]=[CH:10][C:6]([C:7](Cl)=[O:8])=[CH:5][CH:4]=1.[N:14]1[CH:19]=[CH:18][C:17]([C:20]2[C:21]([C:33]3[CH:34]=[C:35]([CH:38]=[CH:39][CH:40]=3)[CH2:36][NH2:37])=[N:22][N:23]([CH2:25][O:26][CH2:27][CH2:28][Si:29]([CH3:32])([CH3:31])[CH3:30])[CH:24]=2)=[CH:16][CH:15]=1.C(N(CC)CC)C, predict the reaction product. The product is: [N:14]1[CH:15]=[CH:16][C:17]([C:20]2[C:21]([C:33]3[CH:34]=[C:35]([CH:38]=[CH:39][CH:40]=3)[CH2:36][NH:37][C:7](=[O:8])[C:6]3[CH:10]=[CH:11][C:3]([C:2]([F:13])([F:12])[F:1])=[CH:4][CH:5]=3)=[N:22][N:23]([CH2:25][O:26][CH2:27][CH2:28][Si:29]([CH3:32])([CH3:30])[CH3:31])[CH:24]=2)=[CH:18][CH:19]=1.